From a dataset of Experimentally validated miRNA-target interactions with 360,000+ pairs, plus equal number of negative samples. Binary Classification. Given a miRNA mature sequence and a target amino acid sequence, predict their likelihood of interaction. (1) The miRNA is hsa-miR-210-5p with sequence AGCCCCUGCCCACCGCACACUG. The protein sequence of the target gene is MGPWSGSRLVALLLLVYGAGSVRGDTPANCTYPDLLGTWVFQVGSSGSQRDVNCSVMGPPEKKVVVHLKKLDTAYDDFGNSGHFTIIYNQGFEIVLNDYKWFAFFKYKEEGGKVTSYCHETMTGWVHDVLGRNRACFTGRKTGNTSENVNVNTARLAGLEETYSNRLYRYNHDFVKAINAIQKSWTAAPYMEYETLTLKEMIRRGGGHSRRIPRPKPAPITAEIQKKILHLPTSWDWRNVHGINFVTPVRNQGSCGSCYSFASMGMMEARIRILTNNTQTPILSPQEVVSCSQYAQGCEG.... Result: 0 (no interaction). (2) The miRNA is hsa-miR-200b-3p with sequence UAAUACUGCCUGGUAAUGAUGA. The protein sequence of the target gene is MSQTAMSETYDFLFKFLVIGNAGTGKSCLLHQFIEKKFKDDSNHTIGVEFGSKIINVGGKYVKLQIWDTAGQERFRSVTRSYYRGAAGALLVYDITSRETYNALTNWLTDARMLASQNIVIILCGNKKDLDADREVTFLEASRFAQENELMFLETSALTGENVEEAFVQCARKILNKIESGELDPERMGSGIQYGDAALRQLRSPRRAQAPNAQECGC. Result: 0 (no interaction). (3) The miRNA is mmu-miR-1298-5p with sequence UUCAUUCGGCUGUCCAGAUGUA. The protein sequence of the target gene is MDLFGDLPEPERAPRPSAGKEAQGRPVLFEDLPPASSTDSGSGGPLLFDDLPPAASGNSGSLATSGSQVVKTEGKGAKRKAPEEEKNGGEELVEKKVCKASSVIFGLKGYVAERKGEREEMQDAHVILNDITQECNPPSSLITRVSYFAVFDGHGGIRASKFAAQNLHQNLIRKFPKGDIISVEKTVKRCLLDTFKHTDEEFLKQASSQKPAWKDGSTATCVLAVDNILYIANLGDSRAILCRYNEESQKHAALSLSKEHNPTQYEERMRIQKAGGNVRDGRVLGVLEVSRSIGDGQYKR.... Result: 0 (no interaction). (4) The miRNA is hsa-miR-16-5p with sequence UAGCAGCACGUAAAUAUUGGCG. The protein sequence of the target gene is MVSGRFYLSCLLLGSLGSMCILFTIYWMQYWRGGFAWNGSIYMFNWHPVLMVAGMVVFYGGASLVYRLPQSWVGPKLPWKLLHAALHLMAFVLTVVGLVAVFTFHNHGRTANLYSLHSWLGITTVFLFACQWFLGFAVFLLPWASMWLRSLLKPIHVFFGAAILSLSIASVISGINEKLFFSLKNTTRPYHSLPSEAVFANSTGMLVVAFGLLVLYILLASSWKRPEPGILTDRQPLLHDGE. Result: 1 (interaction). (5) The miRNA is hsa-miR-191-3p with sequence GCUGCGCUUGGAUUUCGUCCCC. The protein sequence of the target gene is MAVENNTQRSYSIIPCFIFVELVIMAGTVLLAYYFECTDTFQVHIQGFFCQDGDLMKPYPGTEEESFISPLVLYCVLAATPTAIIFIGEISMYFIKSTRESLIAEEKMILTGDCCYLSPLLRRIIRFIGVFAFGLFATDIFVNAGQVVTGHLTPYFLTVCQPNYTSTDCRAHQQFINNGNICTGDLEVIEKARRSFPSKHAALSIYSALYATMYITSTIKTKSSRLAKPVLCLGTLCTAFLTGLNRVSEYRNHCSDVIAGFILGTAVALFLGMCVVHNFRGTQGSPSKPKPEDPRGVPLM.... Result: 0 (no interaction). (6) The miRNA is hsa-miR-595 with sequence GAAGUGUGCCGUGGUGUGUCU. The protein sequence of the target gene is MEPAVSLAVCALLFLLWVRLKGLEFVLIHQRWVFVCLFLLPLSLIFDIYYYVRAWVVFKLSSAPRLHEQRVRDIQKQVREWKEQGSKTFMCTGRPGWLTVSLRVGKYKKTHKNIMINLMDILEVDTKKQIVRVEPLVTMGQVTALLTSIGWTLPVLPELDDLTVGGLIMGTGIESSSHKYGLFQHICTAYELVLADGSFVRCTPSENSDLFYAVPWSCGTLGFLVAAEIRIIPAKKYVKLRFEPVRGLEAICAKFTHESQRQENHFVEGLLYSLDEAVIMTGVMTDEAEPSKLNSIGNYY.... Result: 1 (interaction).